This data is from Forward reaction prediction with 1.9M reactions from USPTO patents (1976-2016). The task is: Predict the product of the given reaction. (1) Given the reactants [Br:1][CH2:2][CH2:3][CH2:4][CH2:5][CH2:6][CH2:7][CH2:8][C:9]([OH:11])=O.S(Cl)([Cl:14])=O.CN(C=O)C, predict the reaction product. The product is: [Br:1][CH2:2][CH2:3][CH2:4][CH2:5][CH2:6][CH2:7][CH2:8][C:9]([Cl:14])=[O:11]. (2) Given the reactants C1C=CC(P(C2C=CC=CC=2)C2C=CC=CC=2)=CC=1.[C:20]([NH:23][NH:24][C:25]([CH:27]1[CH2:32][CH2:31][N:30]([C:33]([O:35][C:36]([CH3:39])([CH3:38])[CH3:37])=[O:34])[CH2:29][CH2:28]1)=[O:26])(=O)[CH3:21].ClC(Cl)(Cl)C(Cl)(Cl)Cl.CCN(C(C)C)C(C)C, predict the reaction product. The product is: [CH3:21][C:20]1[O:26][C:25]([CH:27]2[CH2:32][CH2:31][N:30]([C:33]([O:35][C:36]([CH3:39])([CH3:38])[CH3:37])=[O:34])[CH2:29][CH2:28]2)=[N:24][N:23]=1. (3) Given the reactants CN(C)C=O.[C:6]([N:13]1[CH2:18][CH2:17][CH2:16][CH:15](OS(C)(=O)=O)[CH2:14]1)([O:8][C:9]([CH3:12])([CH3:11])[CH3:10])=[O:7].[C:24]([O-:27])(=[S:26])[CH3:25].[K+], predict the reaction product. The product is: [C:6]([N:13]1[CH2:18][CH2:17][CH2:16][CH:15]([S:26][C:24](=[O:27])[CH3:25])[CH2:14]1)([O:8][C:9]([CH3:10])([CH3:11])[CH3:12])=[O:7]. (4) Given the reactants [CH2:1]([Li])[CH2:2][CH2:3][CH3:4].[CH3:6][CH2:7][CH2:8]CCC.Br[C:13]1[C:14]([C:26]2[CH:31]=[CH:30][CH:29]=[CH:28][CH:27]=2)=[N:15][N:16]2[C:21]([Si:22]([CH3:25])([CH3:24])[CH3:23])=[CH:20][CH:19]=[CH:18][C:17]=12.[C:32](=[O:35])(O)[O-:33].[Na+].O1CCC[CH2:38]1, predict the reaction product. The product is: [C:26]1([C:14]2[C:13]([CH2:4][C:3]3[CH:6]=[C:7]([CH:8]=[CH:1][CH:2]=3)[C:32]([O:33][CH3:38])=[O:35])=[C:17]3[CH:18]=[CH:19][CH:20]=[C:21]([Si:22]([CH3:25])([CH3:24])[CH3:23])[N:16]3[N:15]=2)[CH:31]=[CH:30][CH:29]=[CH:28][CH:27]=1. (5) Given the reactants Cl[CH2:2][C:3]1[N:4]=[C:5]([N:8]([CH2:20][C:21]2[CH:26]=[CH:25][C:24]([O:27][CH3:28])=[CH:23][C:22]=2[O:29][CH3:30])[C:9]([NH:11][CH2:12][C:13]2[CH:18]=[CH:17][CH:16]=[C:15]([F:19])[CH:14]=2)=[O:10])[S:6][CH:7]=1.[O:31]1[CH2:35][CH2:34][NH:33][C:32]1=[O:36].[H-].[Na+].CCOC(C)=O, predict the reaction product. The product is: [CH3:30][O:29][C:22]1[CH:23]=[C:24]([O:27][CH3:28])[CH:25]=[CH:26][C:21]=1[CH2:20][N:8]([C:5]1[S:6][CH:7]=[C:3]([CH2:2][N:33]2[CH2:34][CH2:35][O:31][C:32]2=[O:36])[N:4]=1)[C:9]([NH:11][CH2:12][C:13]1[CH:18]=[CH:17][CH:16]=[C:15]([F:19])[CH:14]=1)=[O:10]. (6) Given the reactants [CH2:1]([O:8][C:9]([NH:11][C@H:12]([P:16](=[O:19])([OH:18])[OH:17])[CH:13]([CH3:15])[CH3:14])=[O:10])[C:2]1[CH:7]=[CH:6][CH:5]=[CH:4][CH:3]=1.S(Cl)(Cl)=O.[CH3:24][O:25][C:26](=[O:53])[CH:27]([C:29]1[CH:34]=[CH:33][CH:32]=[C:31]([NH:35][C:36]([NH:45][C:46]([O:48][C:49]([CH3:52])([CH3:51])[CH3:50])=[O:47])=[N:37][C:38]([O:40][C:41]([CH3:44])([CH3:43])[CH3:42])=[O:39])[CH:30]=1)O.C([O-])(O)=O.[Na+], predict the reaction product. The product is: [CH3:24][O:25][C:26](=[O:53])[CH:27]([C:29]1[CH:34]=[CH:33][CH:32]=[C:31]([NH:35][C:36]([NH:45][C:46]([O:48][C:49]([CH3:52])([CH3:51])[CH3:50])=[O:47])=[N:37][C:38]([O:40][C:41]([CH3:44])([CH3:43])[CH3:42])=[O:39])[CH:30]=1)[O:19][P:16]([C@@H:12]([NH:11][C:9]([O:8][CH2:1][C:2]1[CH:3]=[CH:4][CH:5]=[CH:6][CH:7]=1)=[O:10])[CH:13]([CH3:15])[CH3:14])([OH:18])=[O:17]. (7) Given the reactants [C:1]1(=[O:7])[CH2:6][CH2:5][CH2:4][CH:3]=[CH:2]1.[CH2:8]([NH2:15])[C:9]1[CH:14]=[CH:13][CH:12]=[CH:11][CH:10]=1, predict the reaction product. The product is: [CH2:8]([NH:15][CH:3]1[CH2:4][CH2:5][CH2:6][C:1](=[O:7])[CH2:2]1)[C:9]1[CH:14]=[CH:13][CH:12]=[CH:11][CH:10]=1. (8) Given the reactants CN(C1C(C2C(P(C3CCCCC3)C3CCCCC3)=CC=CC=2)=CC=CC=1)C.Cl.[F:30][C:31]1([F:36])[CH2:35][CH2:34][NH:33][CH2:32]1.Cl[C:38]1[N:43]=[CH:42][C:41]2[O:44][C:45]3[C:50]([C@@:51]4([CH2:55][O:54][C:53]([NH2:56])=[N:52]4)[C:40]=2[CH:39]=1)=[CH:49][C:48]([C:57]#[C:58][C:59]1([CH3:63])[CH2:62][O:61][CH2:60]1)=[CH:47][CH:46]=3.[Li+].C[Si]([N-][Si](C)(C)C)(C)C, predict the reaction product. The product is: [F:30][C:31]1([F:36])[CH2:35][CH2:34][N:33]([C:38]2[N:43]=[CH:42][C:41]3[O:44][C:45]4[C:50]([C@@:51]5([CH2:55][O:54][C:53]([NH2:56])=[N:52]5)[C:40]=3[CH:39]=2)=[CH:49][C:48]([C:57]#[C:58][C:59]2([CH3:63])[CH2:60][O:61][CH2:62]2)=[CH:47][CH:46]=4)[CH2:32]1.